This data is from Reaction yield outcomes from USPTO patents with 853,638 reactions. The task is: Predict the reaction yield, written as a fraction of the theoretical maximum amount of product (1.0 means a 100% yield; for example, 0.34 means a 34% yield). (1) The reactants are [CH3:1][O:2][C:3]1[CH:8]=[CH:7][C:6]([N+:9]([O-])=O)=[CH:5][CH:4]=1.O. The catalyst is C(OCC)(=O)C. The product is [NH2:9][C:6]1[CH:7]=[CH:8][C:3]([O:2][CH3:1])=[CH:4][CH:5]=1. The yield is 0.780. (2) The reactants are OC(C(F)(F)F)=O.[CH3:8][N:9]([CH3:29])[C@H:10]([C:22]1[CH:27]=[CH:26][CH:25]=[CH:24][C:23]=1[F:28])[C:11]([O:13][C@H](C1C=CC=CC=1)C)=[O:12]. The catalyst is C(O)C.[OH-].[OH-].[Pd+2]. The product is [CH3:8][N:9]([CH3:29])[C@H:10]([C:22]1[CH:27]=[CH:26][CH:25]=[CH:24][C:23]=1[F:28])[C:11]([OH:13])=[O:12]. The yield is 0.980. (3) The reactants are [Si:1]([O:8][CH2:9][C:10]1[S:14][C:13]([CH:15]=[O:16])=[C:12]([CH2:17][CH3:18])[CH:11]=1)([C:4]([CH3:7])([CH3:6])[CH3:5])([CH3:3])[CH3:2].[BH4-].[Na+].O. The catalyst is CO. The product is [Si:1]([O:8][CH2:9][C:10]1[S:14][C:13]([CH2:15][OH:16])=[C:12]([CH2:17][CH3:18])[CH:11]=1)([C:4]([CH3:7])([CH3:6])[CH3:5])([CH3:2])[CH3:3]. The yield is 0.940. (4) The reactants are [N+:1]([C:4]1[C:13]2[N:12]=[CH:11][CH:10]=[N:9][C:8]=2[C:7]([C:14]#[N:15])=[CH:6][CH:5]=1)([O-])=O. The catalyst is C(O)(=O)C.[Fe]. The product is [NH2:1][C:4]1[C:13]2[N:12]=[CH:11][CH:10]=[N:9][C:8]=2[C:7]([C:14]#[N:15])=[CH:6][CH:5]=1. The yield is 1.00. (5) The reactants are [NH2:1][CH2:2][CH2:3][O:4][C:5]1[CH:10]=[CH:9][C:8]([NH:11][C:12](=[O:21])[C:13]2[CH:18]=[CH:17][CH:16]=[C:15]([O:19][CH3:20])[CH:14]=2)=[CH:7][C:6]=1[C:22]1[N:26]([CH3:27])[N:25]=[CH:24][CH:23]=1.Br[CH2:29][CH2:30][C:31]([F:34])([F:33])[F:32].C(N(CC)CC)C. The catalyst is CN(C=O)C. The product is [CH3:20][O:19][C:15]1[CH:14]=[C:13]([CH:18]=[CH:17][CH:16]=1)[C:12]([NH:11][C:8]1[CH:9]=[CH:10][C:5]([O:4][CH2:3][CH2:2][NH:1][CH2:29][CH2:30][C:31]([F:34])([F:33])[F:32])=[C:6]([C:22]2[N:26]([CH3:27])[N:25]=[CH:24][CH:23]=2)[CH:7]=1)=[O:21]. The yield is 0.0230.